This data is from Reaction yield outcomes from USPTO patents with 853,638 reactions. The task is: Predict the reaction yield, written as a fraction of the theoretical maximum amount of product (1.0 means a 100% yield; for example, 0.34 means a 34% yield). The reactants are [NH2:1][C:2]1[C:11]2[CH:10]=[CH:9][CH:8]=[C:7](Br)[C:6]=2[N:5]=[C:4]2[CH2:13][N:14]([CH:17]3[CH2:20][CH2:19][CH2:18]3)[C:15](=[O:16])[C:3]=12.[CH3:21][N:22]1[CH:26]=[C:25](B2OC([CH2+])(C)C(C)(C)O2)[C:24]([CH3:36])=[N:23]1. No catalyst specified. The product is [NH2:1][C:2]1[C:11]2[CH:10]=[CH:9][CH:8]=[C:7]([C:25]3[C:24]([CH3:36])=[N:23][N:22]([CH3:21])[CH:26]=3)[C:6]=2[N:5]=[C:4]2[CH2:13][N:14]([CH:17]3[CH2:20][CH2:19][CH2:18]3)[C:15](=[O:16])[C:3]=12. The yield is 0.540.